This data is from Full USPTO retrosynthesis dataset with 1.9M reactions from patents (1976-2016). The task is: Predict the reactants needed to synthesize the given product. (1) The reactants are: CC1C=CC(NC(C2C=CC(CN3CCN(C)CC3)=CC=2)=O)=CC=1[NH:8][C:9]1N=CC=C(C2C=CC=NC=2)[N:14]=1.[CH3:38][C:39]1[CH:45]=[CH:44][C:43]([N+:46]([O-:48])=[O:47])=[CH:42][C:40]=1[NH2:41].N#CN.[N+:52]([O-:55])([OH:54])=[O:53]. Given the product [N+:52]([O-:55])([OH:54])=[O:53].[CH3:38][C:39]1[CH:45]=[CH:44][C:43]([N+:46]([O-:48])=[O:47])=[CH:42][C:40]=1[NH:41][C:9]([NH2:14])=[NH:8], predict the reactants needed to synthesize it. (2) Given the product [Cl:13][C:5]1[C:4]2[C:9](=[CH:10][CH:11]=[C:2]([NH:26][CH2:25][C:24]3[CH:27]=[CH:28][CH:29]=[C:22]([N:18]4[CH2:19][CH2:20][CH2:21][N:15]([CH3:14])[CH2:16][CH2:17]4)[CH:23]=3)[CH:3]=2)[C:8](=[O:12])[NH:7][N:6]=1, predict the reactants needed to synthesize it. The reactants are: Br[C:2]1[CH:3]=[C:4]2[C:9](=[CH:10][CH:11]=1)[C:8](=[O:12])[NH:7][N:6]=[C:5]2[Cl:13].[CH3:14][N:15]1[CH2:21][CH2:20][CH2:19][N:18]([C:22]2[CH:23]=[C:24]([CH:27]=[CH:28][CH:29]=2)[CH2:25][NH2:26])[CH2:17][CH2:16]1.C1C=CC(P(C2C(C3C(P(C4C=CC=CC=4)C4C=CC=CC=4)=CC=C4C=3C=CC=C4)=C3C(C=CC=C3)=CC=2)C2C=CC=CC=2)=CC=1.CC([O-])(C)C.[Na+]. (3) Given the product [CH3:1][O:2][C:3]1[C:12]([NH:13][C:14]([N:34]2[CH2:33][CH2:32][N:31]([C:25]3[CH:24]=[C:23]([O:22][CH3:21])[CH:28]=[C:27]([O:29][CH3:30])[CH:26]=3)[CH2:36][CH2:35]2)=[O:18])=[N:11][C:10]2[C:5](=[CH:6][CH:7]=[C:8]([O:19][CH3:20])[CH:9]=2)[N:4]=1, predict the reactants needed to synthesize it. The reactants are: [CH3:1][O:2][C:3]1[C:12]([NH:13][C:14](=[O:18])OCC)=[N:11][C:10]2[C:5](=[CH:6][CH:7]=[C:8]([O:19][CH3:20])[CH:9]=2)[N:4]=1.[CH3:21][O:22][C:23]1[CH:24]=[C:25]([N:31]2[CH2:36][CH2:35][NH:34][CH2:33][CH2:32]2)[CH:26]=[C:27]([O:29][CH3:30])[CH:28]=1. (4) Given the product [C:1]([O:5][C:6](=[O:16])[NH:7][CH2:8][C:9]1[CH:14]=[CH:13][C:12]([C:22]2[CH:21]=[CH:20][CH:19]=[C:18]([OH:17])[CH:23]=2)=[CH:11][CH:10]=1)([CH3:4])([CH3:3])[CH3:2], predict the reactants needed to synthesize it. The reactants are: [C:1]([O:5][C:6](=[O:16])[NH:7][CH2:8][C:9]1[CH:14]=[CH:13][C:12](Br)=[CH:11][CH:10]=1)([CH3:4])([CH3:3])[CH3:2].[OH:17][C:18]1[CH:19]=[C:20](B(O)O)[CH:21]=[CH:22][CH:23]=1.C(=O)([O-])[O-].[Na+].[Na+].C1(P(C2CCCCC2)C2CCCCC2)CCCCC1. (5) Given the product [CH:1]1([CH2:7][C@H:8]([N:12]2[C:16](=[O:17])[C@H:15]([CH2:18][CH:19]3[CH2:20][CH2:21][CH2:22][CH2:23][CH2:24]3)[NH:14][C:13]2=[O:25])[C:9]([NH:59][C:60]2[S:61][CH:62]=[CH:63][N:64]=2)=[O:11])[CH2:6][CH2:5][CH2:4][CH2:3][CH2:2]1, predict the reactants needed to synthesize it. The reactants are: [CH:1]1([CH2:7][C@H:8]([N:12]2[C:16](=[O:17])[C@H:15]([CH2:18][CH:19]3[CH2:24][CH2:23][CH2:22][CH2:21][CH2:20]3)[NH:14][C:13]2=[O:25])[C:9]([OH:11])=O)[CH2:6][CH2:5][CH2:4][CH2:3][CH2:2]1.C(N(C(C)C)CC)(C)C.CN(C(ON1N=NC2C=CC=CC1=2)=[N+](C)C)C.F[P-](F)(F)(F)(F)F.[NH2:59][C:60]1[S:61][CH:62]=[CH:63][N:64]=1. (6) Given the product [F:1][C:2]([F:7])([F:6])[C:3]([OH:5])=[O:4].[C:37]([CH2:36][CH2:35][N:34]([CH2:33][C:31]1[S:30][CH:29]=[C:28]([C:25]2[CH:26]=[C:27]3[C:22](=[C:23]([C:43]([NH2:45])=[O:44])[CH:24]=2)[NH:21][CH:20]=[C:19]3[CH:16]2[CH2:17][CH2:18][N:13]([S:10]([CH2:8][CH3:9])(=[O:11])=[O:12])[CH2:14][CH2:15]2)[CH:32]=1)[CH3:42])#[N:38], predict the reactants needed to synthesize it. The reactants are: [F:1][C:2]([F:7])([F:6])[C:3]([OH:5])=[O:4].[CH2:8]([S:10]([N:13]1[CH2:18][CH2:17][CH:16]([C:19]2[C:27]3[C:22](=[C:23]([C:43]([NH2:45])=[O:44])[CH:24]=[C:25]([C:28]4[CH:32]=[C:31]([CH2:33][N:34]([CH3:42])[CH:35]5CC[N:38](C)[CH2:37][CH2:36]5)[S:30][CH:29]=4)[CH:26]=3)[NH:21][CH:20]=2)[CH2:15][CH2:14]1)(=[O:12])=[O:11])[CH3:9].CNC1CCN(C)CC1.